Predict the reactants needed to synthesize the given product. From a dataset of Full USPTO retrosynthesis dataset with 1.9M reactions from patents (1976-2016). (1) Given the product [Cl:22][C:3]1[CH:4]=[C:5]([C:19]([NH2:21])=[O:20])[C:6]2[NH:7][C:8]3[C:13]([C:14]=2[C:2]=1[C:38]1[CH:39]=[CH:40][CH:41]=[C:36]([N:29]2[C:28](=[O:52])[C:27]4[C:32](=[CH:33][C:24]([F:23])=[CH:25][CH:26]=4)[N:31]([CH3:34])[C:30]2=[O:35])[C:37]=1[CH3:51])=[CH:12][CH:11]=[C:10]([C:15]([OH:18])([CH3:17])[CH3:16])[CH:9]=3, predict the reactants needed to synthesize it. The reactants are: Br[C:2]1[C:14]2[C:13]3[C:8](=[CH:9][C:10]([C:15]([OH:18])([CH3:17])[CH3:16])=[CH:11][CH:12]=3)[NH:7][C:6]=2[C:5]([C:19]([NH2:21])=[O:20])=[CH:4][C:3]=1[Cl:22].[F:23][C:24]1[CH:33]=[C:32]2[C:27]([C:28](=[O:52])[N:29]([C:36]3[CH:41]=[CH:40][CH:39]=[C:38](B4OC(C)(C)C(C)(C)O4)[C:37]=3[CH3:51])[C:30](=[O:35])[N:31]2[CH3:34])=[CH:26][CH:25]=1.C([O-])([O-])=O.[Cs+].[Cs+]. (2) Given the product [CH:1]([N:4]1[C:8]([C:9]2[S:10][C:11]3[CH2:12][CH2:13][O:14][C:15]4[CH:22]=[C:21]([CH2:23][NH2:24])[CH:20]=[CH:19][C:16]=4[C:17]=3[N:18]=2)=[N:7][C:6]([CH3:25])=[N:5]1)([CH3:3])[CH3:2], predict the reactants needed to synthesize it. The reactants are: [CH:1]([N:4]1[C:8]([C:9]2[S:10][C:11]3[CH2:12][CH2:13][O:14][C:15]4[CH:22]=[C:21]([C:23]#[N:24])[CH:20]=[CH:19][C:16]=4[C:17]=3[N:18]=2)=[N:7][C:6]([CH3:25])=[N:5]1)([CH3:3])[CH3:2].[AlH4-].[Li+]. (3) Given the product [Cl:15][C:9]1[CH:10]=[C:11]([Cl:14])[CH:12]=[CH:13][C:8]=1[C:5]1[O:4][C:3]([CH2:2][S:34][C:24]2[N:23]([C:18]3[CH:19]=[CH:20][CH:21]=[CH:22][C:17]=3[Cl:16])[C:27]([C:28]3[CH:29]=[CH:30][N:31]=[CH:32][CH:33]=3)=[N:26][N:25]=2)=[N:7][N:6]=1, predict the reactants needed to synthesize it. The reactants are: Cl[CH2:2][C:3]1[O:4][C:5]([C:8]2[CH:13]=[CH:12][C:11]([Cl:14])=[CH:10][C:9]=2[Cl:15])=[N:6][N:7]=1.[Cl:16][C:17]1[CH:22]=[CH:21][CH:20]=[CH:19][C:18]=1[N:23]1[C:27]([C:28]2[CH:33]=[CH:32][N:31]=[CH:30][CH:29]=2)=[N:26][N:25]=[C:24]1[SH:34].C([O-])([O-])=O.[K+].[K+]. (4) Given the product [OH:31][C:29]([C:28]([F:33])([F:32])[F:27])=[O:30].[F:1][C:2]1[CH:7]=[CH:6][C:5]([C:8]2[O:9][CH:10]=[C:11]([CH2:13][N:14]3[CH2:15][CH2:16][NH:17][CH2:18][CH2:19]3)[N:12]=2)=[CH:4][CH:3]=1, predict the reactants needed to synthesize it. The reactants are: [F:1][C:2]1[CH:7]=[CH:6][C:5]([C:8]2[O:9][CH:10]=[C:11]([CH2:13][N:14]3[CH2:19][CH2:18][N:17](C(OC(C)(C)C)=O)[CH2:16][CH2:15]3)[N:12]=2)=[CH:4][CH:3]=1.[F:27][C:28]([F:33])([F:32])[C:29]([O-:31])=[O:30]. (5) Given the product [O:19]([C:16]1[CH:17]=[CH:18][C:13]([N:3]2[C:4]3[C:9](=[CH:8][CH:7]=[CH:6][CH:5]=3)[C:10]([CH:11]=[O:12])=[C:2]2[N:26]2[CH2:31][CH2:30][NH:29][CH2:28][CH2:27]2)=[CH:14][CH:15]=1)[C:20]1[CH:25]=[CH:24][CH:23]=[CH:22][CH:21]=1, predict the reactants needed to synthesize it. The reactants are: Cl[C:2]1[N:3]([C:13]2[CH:18]=[CH:17][C:16]([O:19][C:20]3[CH:25]=[CH:24][CH:23]=[CH:22][CH:21]=3)=[CH:15][CH:14]=2)[C:4]2[C:9]([C:10]=1[CH:11]=[O:12])=[CH:8][CH:7]=[CH:6][CH:5]=2.[NH:26]1[CH2:31][CH2:30][NH:29][CH2:28][CH2:27]1. (6) Given the product [F:9][C:10]1[CH:18]=[C:17]([F:19])[C:16]([F:20])=[CH:15][C:11]=1[C:12]([O:8][C:5]1[CH:6]=[CH:7][C:2]([CH3:1])=[CH:3][CH:4]=1)=[O:13], predict the reactants needed to synthesize it. The reactants are: [CH3:1][C:2]1[CH:7]=[CH:6][C:5]([OH:8])=[CH:4][CH:3]=1.[F:9][C:10]1[CH:18]=[C:17]([F:19])[C:16]([F:20])=[CH:15][C:11]=1[C:12](O)=[O:13].CCCCCCC. (7) The reactants are: [NH2:1][C:2]1[N:7]=[C:6]([NH:8][C:9]([C:11]([CH3:14])([CH3:13])[CH3:12])=[O:10])[C:5]([O:15][CH3:16])=[CH:4][CH:3]=1.[Cl:17][C:18]1[N:23]=[C:22](Cl)[C:21]([F:25])=[CH:20][N:19]=1.O. Given the product [C:11]([C:9]([NH:8][C:6]1[C:5]([O:15][CH3:16])=[CH:4][CH:3]=[C:2]([NH:1][C:20]2[C:21]([F:25])=[CH:22][N:23]=[C:18]([Cl:17])[N:19]=2)[N:7]=1)=[O:10])([CH3:13])([CH3:12])[CH3:14], predict the reactants needed to synthesize it.